Dataset: Peptide-MHC class II binding affinity with 134,281 pairs from IEDB. Task: Regression. Given a peptide amino acid sequence and an MHC pseudo amino acid sequence, predict their binding affinity value. This is MHC class II binding data. (1) The binding affinity (normalized) is 0.646. The MHC is DRB1_0701 with pseudo-sequence DRB1_0701. The peptide sequence is KKGGEAMDTISVFLH. (2) The peptide sequence is GYLQIVDKIDAAFKI. The MHC is DRB1_0404 with pseudo-sequence DRB1_0404. The binding affinity (normalized) is 0.589. (3) The peptide sequence is PRTKYTATISGLKPG. The MHC is HLA-DPA10201-DPB10101 with pseudo-sequence HLA-DPA10201-DPB10101. The binding affinity (normalized) is 0.175. (4) The peptide sequence is DVKFDGGGQIVGGVY. The MHC is HLA-DQA10501-DQB10301 with pseudo-sequence HLA-DQA10501-DQB10301. The binding affinity (normalized) is 0.651. (5) The binding affinity (normalized) is 0.392. The peptide sequence is VDPTDYFRNEQSIPP. The MHC is HLA-DQA10501-DQB10301 with pseudo-sequence HLA-DQA10501-DQB10301. (6) The peptide sequence is GELQIYDKIDAAFKI. The MHC is DRB1_0701 with pseudo-sequence DRB1_0701. The binding affinity (normalized) is 0.928. (7) The peptide sequence is GELQIVDTIDAAFKI. The MHC is DRB1_0401 with pseudo-sequence DRB1_0401. The binding affinity (normalized) is 0.618.